This data is from Forward reaction prediction with 1.9M reactions from USPTO patents (1976-2016). The task is: Predict the product of the given reaction. Given the reactants [H-].[Na+].F[C:4]1[C:5](/[C:17](/[C:20]2[CH:25]=[CH:24][C:23]([F:26])=[CH:22][CH:21]=2)=[N:18]\[OH:19])=[N:6][CH:7]=[CH:8][C:9]=1[C:10]1[C:11]([OH:16])=[N:12][CH:13]=[N:14][CH:15]=1, predict the reaction product. The product is: [F:26][C:23]1[CH:24]=[CH:25][C:20]([C:17]2[C:5]3=[N:6][CH:7]=[CH:8][C:9]([C:10]4[C:11]([OH:16])=[N:12][CH:13]=[N:14][CH:15]=4)=[C:4]3[O:19][N:18]=2)=[CH:21][CH:22]=1.